Dataset: Catalyst prediction with 721,799 reactions and 888 catalyst types from USPTO. Task: Predict which catalyst facilitates the given reaction. (1) Reactant: [NH:1]1[CH2:6][CH2:5][CH:4]([C:7]([O:9][CH2:10][CH3:11])=[O:8])[CH2:3][CH2:2]1.[CH2:12]=[C:13]1[O:17][C:15](=[O:16])[CH2:14]1. Product: [O:17]=[C:13]([CH3:12])[CH2:14][C:15]([N:1]1[CH2:6][CH2:5][CH:4]([C:7]([O:9][CH2:10][CH3:11])=[O:8])[CH2:3][CH2:2]1)=[O:16]. The catalyst class is: 7. (2) Reactant: [N:1]1[CH:6]=[CH:5][CH:4]=[CH:3][C:2]=1[C:7]1[C:8]([NH2:13])=[N:9][NH:10][C:11]=1[NH2:12].[O:14]1[C:18]2[CH:19]=[CH:20][C:21]([C:23](=O)[CH2:24][C:25](OC)=[O:26])=[CH:22][C:17]=2[O:16][CH2:15]1.CC1C=CC(S(O)(=O)=O)=CC=1. Product: [NH2:12][C:11]1[C:7]([C:2]2[CH:3]=[CH:4][CH:5]=[CH:6][N:1]=2)=[C:8]2[NH:13][C:23]([C:21]3[CH:20]=[CH:19][C:18]4[O:14][CH2:15][O:16][C:17]=4[CH:22]=3)=[CH:24][C:25](=[O:26])[N:9]2[N:10]=1. The catalyst class is: 114. (3) Reactant: [C@H:1]1([NH:10][C:11]2[CH:20]=[CH:19][C:18]3[C:17]([NH2:21])=[CH:16][CH:15]=[CH:14][C:13]=3[N:12]=2)[C:9]2[C:4](=[CH:5][CH:6]=[CH:7][CH:8]=2)[CH2:3][CH2:2]1.[F:22][C:23]1[CH:28]=[CH:27][C:26]([NH:29][S:30](Cl)(=[O:32])=[O:31])=[CH:25][CH:24]=1. Product: [C@H:1]1([NH:10][C:11]2[CH:20]=[CH:19][C:18]3[C:13](=[CH:14][CH:15]=[CH:16][C:17]=3[NH:21][S:30]([NH:29][C:26]3[CH:25]=[CH:24][C:23]([F:22])=[CH:28][CH:27]=3)(=[O:31])=[O:32])[N:12]=2)[C:9]2[C:4](=[CH:5][CH:6]=[CH:7][CH:8]=2)[CH2:3][CH2:2]1. The catalyst class is: 17. (4) Reactant: C(N(CC)CC)C.[CH2:8]([S:15](Cl)(=[O:17])=[O:16])[C:9]1[CH:14]=[CH:13][CH:12]=[CH:11][CH:10]=1.[NH2:19][C:20]1[CH:32]=[C:31]([CH2:33][CH2:34][C:35]2[CH:40]=[CH:39][CH:38]=[CH:37][CH:36]=2)[CH:30]=[CH:29][C:21]=1[C:22]([O:24][C:25]([CH3:28])([CH3:27])[CH3:26])=[O:23].C(=O)([O-])O.[Na+]. Product: [CH2:8]([S:15]([NH:19][C:20]1[CH:32]=[C:31]([CH2:33][CH2:34][C:35]2[CH:36]=[CH:37][CH:38]=[CH:39][CH:40]=2)[CH:30]=[CH:29][C:21]=1[C:22]([O:24][C:25]([CH3:28])([CH3:27])[CH3:26])=[O:23])(=[O:17])=[O:16])[C:9]1[CH:14]=[CH:13][CH:12]=[CH:11][CH:10]=1. The catalyst class is: 2. (5) Reactant: Cl.[NH2:2][C@H:3]1[CH2:7][CH2:6][N:5]([C:8]2[CH:13]=[CH:12][C:11]([N:14]3[CH2:18][C@H:17]([CH2:19][O:20][C:21]4[CH:25]=[CH:24][O:23][N:22]=4)[O:16][C:15]3=[O:26])=[CH:10][C:9]=2[F:27])[CH2:4]1.[C:28]([O:31][CH2:32][C:33](Cl)=[O:34])(=[O:30])[CH3:29].CCCC(C)C. Product: [C:28]([O:31][CH2:32][C:33]([NH:2][C@H:3]1[CH2:7][CH2:6][N:5]([C:8]2[CH:13]=[CH:12][C:11]([N:14]3[CH2:18][C@H:17]([CH2:19][O:20][C:21]4[CH:25]=[CH:24][O:23][N:22]=4)[O:16][C:15]3=[O:26])=[CH:10][C:9]=2[F:27])[CH2:4]1)=[O:34])(=[O:30])[CH3:29]. The catalyst class is: 27. (6) Reactant: C(O)(C(F)(F)F)=O.[CH3:8][O:9][C:10]1[CH:11]=[C:12]([CH:35]=[CH:36][C:37]=1[O:38][CH3:39])[CH2:13][C:14]1[N:18]([C:19]2[CH:24]=[CH:23][CH:22]=[CH:21][N:20]=2)[N:17]=[C:16]([NH:25]CC2C=CC(OC)=CC=2)[N:15]=1.C([O-])(O)=O.[Na+]. Product: [CH3:8][O:9][C:10]1[CH:11]=[C:12]([CH:35]=[CH:36][C:37]=1[O:38][CH3:39])[CH2:13][C:14]1[N:18]([C:19]2[CH:24]=[CH:23][CH:22]=[CH:21][N:20]=2)[N:17]=[C:16]([NH2:25])[N:15]=1. The catalyst class is: 6. (7) Reactant: C([O:3][C:4]([C:6]([CH:17]1[C:24]2[N:23]([CH2:25][C:26]3[CH:31]=[CH:30][C:29]([Cl:32])=[CH:28][CH:27]=3)[C:22]([CH:33]([CH3:35])[CH3:34])=[N:21][C:20]=2[CH2:19][CH2:18]1)(C(OCC)=O)C(OCC)=O)=[O:5])C.[OH-].[Na+]. Product: [Cl:32][C:29]1[CH:28]=[CH:27][C:26]([CH2:25][N:23]2[C:24]3[CH:17]([CH2:6][C:4]([OH:5])=[O:3])[CH2:18][CH2:19][C:20]=3[N:21]=[C:22]2[CH:33]([CH3:35])[CH3:34])=[CH:31][CH:30]=1. The catalyst class is: 8.